Predict the product of the given reaction. From a dataset of Forward reaction prediction with 1.9M reactions from USPTO patents (1976-2016). Given the reactants [C:1]([O:5][C:6]([N:8]1[CH2:15][CH:14]2[CH:10]([CH2:11][N:12](CC3C=CC=CC=3)[CH2:13]2)[CH2:9]1)=[O:7])([CH3:4])([CH3:3])[CH3:2].C([O-])=O.[NH4+], predict the reaction product. The product is: [C:1]([O:5][C:6]([N:8]1[CH2:9][CH:10]2[CH:14]([CH2:13][NH:12][CH2:11]2)[CH2:15]1)=[O:7])([CH3:4])([CH3:2])[CH3:3].